Dataset: Reaction yield outcomes from USPTO patents with 853,638 reactions. Task: Predict the reaction yield, written as a fraction of the theoretical maximum amount of product (1.0 means a 100% yield; for example, 0.34 means a 34% yield). (1) The reactants are [Br:1][C:2]1[C:3]([F:14])=[C:4]([NH:8][C:9](=[O:13])[CH:10]=NO)[CH:5]=[CH:6][CH:7]=1.S(=O)(=O)(O)[OH:16]. No catalyst specified. The product is [Br:1][C:2]1[C:3]([F:14])=[C:4]2[C:5]([C:10](=[O:16])[C:9](=[O:13])[NH:8]2)=[CH:6][CH:7]=1. The yield is 0.820. (2) The reactants are [CH2:1]([C:3]([OH:10])([CH2:8][CH3:9])[CH2:4][CH2:5][CH2:6][OH:7])[CH3:2].[CH:11]12[CH:20]3[CH2:21][CH:17]([CH:18]=[CH:19]3)[CH:16]1[CH:15]1[CH2:22][CH:12]2[CH:13]([C:23](OC)=[O:24])[CH2:14]1. No catalyst specified. The product is [CH:11]12[CH:20]3[CH2:21][CH:17]([CH:18]=[CH:19]3)[CH:16]1[CH:15]1[CH2:22][CH:12]2[CH:13]([C:23]([O:7][CH2:6][CH2:5][CH2:4][C:3]([CH2:8][CH3:9])([OH:10])[CH2:1][CH3:2])=[O:24])[CH2:14]1. The yield is 0.890.